This data is from hERG potassium channel inhibition data for cardiac toxicity prediction from Karim et al.. The task is: Regression/Classification. Given a drug SMILES string, predict its toxicity properties. Task type varies by dataset: regression for continuous values (e.g., LD50, hERG inhibition percentage) or binary classification for toxic/non-toxic outcomes (e.g., AMES mutagenicity, cardiotoxicity, hepatotoxicity). Dataset: herg_karim. The molecule is CC(C)(C)c1ccc(C(=O)NCC2CCN(C(=O)CCCCC(c3ccc(F)cc3)c3ccc(F)cc3)C2)cc1. The result is 1 (blocker).